Task: Predict which catalyst facilitates the given reaction.. Dataset: Catalyst prediction with 721,799 reactions and 888 catalyst types from USPTO Reactant: Br[C:2]1[CH:7]=[CH:6][C:5]([C:8](=[C:16]2[CH2:21][C:20]([CH3:23])([CH3:22])[CH2:19][C:18]([CH3:25])([CH3:24])[CH2:17]2)[C:9]2[CH:14]=[CH:13][C:12]([OH:15])=[CH:11][CH:10]=2)=[CH:4][CH:3]=1.[OH:26][CH2:27][C:28]1[CH:33]=[CH:32][C:31](B(O)O)=[CH:30][CH:29]=1.C([O-])([O-])=O.[Na+].[Na+]. The catalyst class is: 276. Product: [OH:26][CH2:27][C:28]1[CH:33]=[CH:32][C:31]([C:2]2[CH:3]=[CH:4][C:5]([C:8](=[C:16]3[CH2:17][C:18]([CH3:25])([CH3:24])[CH2:19][C:20]([CH3:23])([CH3:22])[CH2:21]3)[C:9]3[CH:10]=[CH:11][C:12]([OH:15])=[CH:13][CH:14]=3)=[CH:6][CH:7]=2)=[CH:30][CH:29]=1.